Dataset: NCI-60 drug combinations with 297,098 pairs across 59 cell lines. Task: Regression. Given two drug SMILES strings and cell line genomic features, predict the synergy score measuring deviation from expected non-interaction effect. (1) Drug 1: C1CCC(CC1)NC(=O)N(CCCl)N=O. Drug 2: C1=C(C(=O)NC(=O)N1)N(CCCl)CCCl. Cell line: A549. Synergy scores: CSS=37.1, Synergy_ZIP=-9.89, Synergy_Bliss=-2.61, Synergy_Loewe=-8.96, Synergy_HSA=-1.52. (2) Cell line: DU-145. Synergy scores: CSS=10.1, Synergy_ZIP=0.0580, Synergy_Bliss=4.65, Synergy_Loewe=2.89, Synergy_HSA=2.68. Drug 2: C1CC(C1)(C(=O)O)C(=O)O.[NH2-].[NH2-].[Pt+2]. Drug 1: CC1C(C(=O)NC(C(=O)N2CCCC2C(=O)N(CC(=O)N(C(C(=O)O1)C(C)C)C)C)C(C)C)NC(=O)C3=C4C(=C(C=C3)C)OC5=C(C(=O)C(=C(C5=N4)C(=O)NC6C(OC(=O)C(N(C(=O)CN(C(=O)C7CCCN7C(=O)C(NC6=O)C(C)C)C)C)C(C)C)C)N)C. (3) Drug 1: C1CN1C2=NC(=NC(=N2)N3CC3)N4CC4. Drug 2: CC1C(C(CC(O1)OC2CC(OC(C2O)C)OC3=CC4=CC5=C(C(=O)C(C(C5)C(C(=O)C(C(C)O)O)OC)OC6CC(C(C(O6)C)O)OC7CC(C(C(O7)C)O)OC8CC(C(C(O8)C)O)(C)O)C(=C4C(=C3C)O)O)O)O. Cell line: SW-620. Synergy scores: CSS=47.5, Synergy_ZIP=-4.27, Synergy_Bliss=-1.55, Synergy_Loewe=-2.50, Synergy_HSA=-1.81. (4) Drug 1: CC1=C(C(=O)C2=C(C1=O)N3CC4C(C3(C2COC(=O)N)OC)N4)N. Drug 2: C1C(C(OC1N2C=NC(=NC2=O)N)CO)O. Cell line: NCI-H522. Synergy scores: CSS=32.5, Synergy_ZIP=-6.57, Synergy_Bliss=-4.63, Synergy_Loewe=-1.98, Synergy_HSA=-0.105. (5) Drug 2: C1=C(C(=O)NC(=O)N1)F. Synergy scores: CSS=68.2, Synergy_ZIP=-10.2, Synergy_Bliss=-22.8, Synergy_Loewe=-28.3, Synergy_HSA=-22.1. Drug 1: CN(C)N=NC1=C(NC=N1)C(=O)N. Cell line: RPMI-8226. (6) Drug 2: COCCOC1=C(C=C2C(=C1)C(=NC=N2)NC3=CC=CC(=C3)C#C)OCCOC.Cl. Drug 1: CC1=C(C=C(C=C1)NC2=NC=CC(=N2)N(C)C3=CC4=NN(C(=C4C=C3)C)C)S(=O)(=O)N.Cl. Synergy scores: CSS=15.4, Synergy_ZIP=6.69, Synergy_Bliss=8.67, Synergy_Loewe=1.82, Synergy_HSA=7.62. Cell line: EKVX. (7) Drug 1: CCC(=C(C1=CC=CC=C1)C2=CC=C(C=C2)OCCN(C)C)C3=CC=CC=C3.C(C(=O)O)C(CC(=O)O)(C(=O)O)O. Drug 2: CN(C(=O)NC(C=O)C(C(C(CO)O)O)O)N=O. Cell line: OVCAR3. Synergy scores: CSS=1.44, Synergy_ZIP=3.21, Synergy_Bliss=1.57, Synergy_Loewe=6.19, Synergy_HSA=-3.60. (8) Drug 1: CN1CCC(CC1)COC2=C(C=C3C(=C2)N=CN=C3NC4=C(C=C(C=C4)Br)F)OC. Drug 2: CC12CCC(CC1=CCC3C2CCC4(C3CC=C4C5=CN=CC=C5)C)O. Cell line: SNB-19. Synergy scores: CSS=0.260, Synergy_ZIP=-1.22, Synergy_Bliss=-1.10, Synergy_Loewe=-2.29, Synergy_HSA=-1.41. (9) Drug 2: CCCCC(=O)OCC(=O)C1(CC(C2=C(C1)C(=C3C(=C2O)C(=O)C4=C(C3=O)C=CC=C4OC)O)OC5CC(C(C(O5)C)O)NC(=O)C(F)(F)F)O. Cell line: UACC-257. Drug 1: C1=CC(=CC=C1CC(C(=O)O)N)N(CCCl)CCCl.Cl. Synergy scores: CSS=2.62, Synergy_ZIP=1.13, Synergy_Bliss=0.0990, Synergy_Loewe=-2.90, Synergy_HSA=-4.00.